From a dataset of Catalyst prediction with 721,799 reactions and 888 catalyst types from USPTO. Predict which catalyst facilitates the given reaction. (1) Reactant: [NH2:1][C:2]1[NH:3][C:4]2[C:9]([C:10]=1[C:11]([NH2:13])=[O:12])=[CH:8][CH:7]=[CH:6][CH:5]=2.F[C:15]1[CH:20]=[CH:19][C:18]([N+:21]([O-:23])=[O:22])=[CH:17][CH:16]=1.[H-].[Na+]. Product: [NH2:1][C:2]1[N:3]([C:15]2[CH:20]=[CH:19][C:18]([N+:21]([O-:23])=[O:22])=[CH:17][CH:16]=2)[C:4]2[C:9]([C:10]=1[C:11]([NH2:13])=[O:12])=[CH:8][CH:7]=[CH:6][CH:5]=2. The catalyst class is: 9. (2) Reactant: [CH3:1][C:2]([S:5](Cl)=[O:6])([CH3:4])[CH3:3].[F:8][C:9]([F:41])([F:40])[C:10]1[CH:17]=[CH:16][C:13]([CH2:14][NH2:15])=[CH:12][C:11]=1[NH:18][C:19]1[N:23]([CH3:24])[C:22]2[CH:25]=[C:26]([N:30]3[CH2:35][CH2:34][CH:33]([C:36]([F:39])([F:38])[F:37])[CH2:32][CH2:31]3)[C:27]([Cl:29])=[CH:28][C:21]=2[N:20]=1. Product: [F:40][C:9]([F:8])([F:41])[C:10]1[CH:17]=[CH:16][C:13]([CH2:14][NH:15][S:5]([C:2]([CH3:4])([CH3:3])[CH3:1])=[O:6])=[CH:12][C:11]=1[NH:18][C:19]1[N:23]([CH3:24])[C:22]2[CH:25]=[C:26]([N:30]3[CH2:35][CH2:34][CH:33]([C:36]([F:38])([F:39])[F:37])[CH2:32][CH2:31]3)[C:27]([Cl:29])=[CH:28][C:21]=2[N:20]=1. The catalyst class is: 2. (3) Reactant: P(Cl)(Cl)([Cl:3])=O.O[C:7]1[CH:12]=[CH:11][N:10]=[C:9]([NH:13][C:14]2[CH:21]=[CH:20][C:17]([C:18]#[N:19])=[CH:16][CH:15]=2)[N:8]=1. Product: [Cl:3][C:7]1[CH:12]=[CH:11][N:10]=[C:9]([NH:13][C:14]2[CH:21]=[CH:20][C:17]([C:18]#[N:19])=[CH:16][CH:15]=2)[N:8]=1. The catalyst class is: 32. (4) Reactant: [CH2:1]([S:3][C:4]1[C:5]([C:10]2[N:22]([CH3:23])[C:13]3=[N:14][CH:15]=[C:16]([C:18]([F:21])([F:20])[F:19])[CH:17]=[C:12]3[N:11]=2)=[N:6][CH:7]=[CH:8][CH:9]=1)[CH3:2].ClC1C=CC=C(C(OO)=[O:32])C=1.C(=O)(O)[O-].[Na+]. Product: [CH2:1]([S:3]([C:4]1[C:5]([C:10]2[N:22]([CH3:23])[C:13]3=[N:14][CH:15]=[C:16]([C:18]([F:21])([F:19])[F:20])[CH:17]=[C:12]3[N:11]=2)=[N:6][CH:7]=[CH:8][CH:9]=1)=[O:32])[CH3:2]. The catalyst class is: 22. (5) Reactant: [I:1][C:2]1[CH:23]=[CH:22][C:5]2[NH:6][C:7]([C@@H:9]3[CH2:13][C@H:12]([CH3:14])[CH2:11][N:10]3C(OC(C)(C)C)=O)=[N:8][C:4]=2[CH:3]=1.C(O)(C(F)(F)F)=O. Product: [I:1][C:2]1[CH:23]=[CH:22][C:5]2[NH:6][C:7]([C@@H:9]3[CH2:13][C@H:12]([CH3:14])[CH2:11][NH:10]3)=[N:8][C:4]=2[CH:3]=1. The catalyst class is: 4. (6) Reactant: [NH2:1][C:2]1[N:6]([CH3:7])[N:5]=[C:4]([OH:8])[C:3]=1[C:9]1[CH:14]=[CH:13][C:12]([CH3:15])=[CH:11][CH:10]=1.C(=O)([O-])[O-].[K+].[K+].[C:22]([O:25][CH2:26][CH2:27]Br)(=[O:24])[CH3:23]. Product: [C:22]([O:25][CH2:26][CH2:27][O:8][C:4]1[C:3]([C:9]2[CH:14]=[CH:13][C:12]([CH3:15])=[CH:11][CH:10]=2)=[C:2]([NH2:1])[N:6]([CH3:7])[N:5]=1)(=[O:24])[CH3:23]. The catalyst class is: 35. (7) Reactant: FC(F)(F)C(O)=O.[N:8]1([C:14]2[N:19]3[N:20]=[C:21]([C:23]4[CH:28]=[CH:27][CH:26]=[CH:25][CH:24]=4)[CH:22]=[C:18]3[N:17]=[C:16]([NH:29][NH2:30])[CH:15]=2)[CH2:13][CH2:12][O:11][CH2:10][CH2:9]1.[Cl:31][C:32]1[CH:33]=[C:34]([CH:37]=[CH:38][CH:39]=1)[CH:35]=O. Product: [Cl:31][C:32]1[CH:33]=[C:34]([CH:37]=[CH:38][CH:39]=1)[CH:35]=[N:30][NH:29][C:16]1[CH:15]=[C:14]([N:8]2[CH2:13][CH2:12][O:11][CH2:10][CH2:9]2)[N:19]2[N:20]=[C:21]([C:23]3[CH:28]=[CH:27][CH:26]=[CH:25][CH:24]=3)[CH:22]=[C:18]2[N:17]=1. The catalyst class is: 8. (8) Reactant: [NH2:1][CH:2]([C:8]1[CH:13]=[CH:12][CH:11]=[CH:10][C:9]=1[O:14][CH3:15])[CH2:3][C:4]([O:6][CH3:7])=[O:5].C(=O)([O-])O.[Na+].[C:21](O[C:21]([O:23][C:24]([CH3:27])([CH3:26])[CH3:25])=[O:22])([O:23][C:24]([CH3:27])([CH3:26])[CH3:25])=[O:22].O. Product: [C:24]([O:23][C:21]([NH:1][CH:2]([C:8]1[CH:13]=[CH:12][CH:11]=[CH:10][C:9]=1[O:14][CH3:15])[CH2:3][C:4]([O:6][CH3:7])=[O:5])=[O:22])([CH3:27])([CH3:26])[CH3:25]. The catalyst class is: 12.